Dataset: Full USPTO retrosynthesis dataset with 1.9M reactions from patents (1976-2016). Task: Predict the reactants needed to synthesize the given product. (1) Given the product [F:45][C:12]([F:11])([F:44])[C:13]1[CH:14]=[C:15]([CH:37]=[C:38]([C:40]([F:41])([F:42])[F:43])[CH:39]=1)[CH2:16][N:17]([CH2:24][C:25]1[CH:32]=[C:31]([C:33]([F:36])([F:35])[F:34])[CH:30]=[CH:29][C:26]=1[CH:27]([CH:5]1[CH2:10][CH2:9][O:8][CH2:7][CH2:6]1)[OH:28])[C:18]1[N:19]=[N:20][N:21]([CH3:23])[N:22]=1, predict the reactants needed to synthesize it. The reactants are: [Mg].II.Cl[CH:5]1[CH2:10][CH2:9][O:8][CH2:7][CH2:6]1.[F:11][C:12]([F:45])([F:44])[C:13]1[CH:14]=[C:15]([CH:37]=[C:38]([C:40]([F:43])([F:42])[F:41])[CH:39]=1)[CH2:16][N:17]([CH2:24][C:25]1[CH:32]=[C:31]([C:33]([F:36])([F:35])[F:34])[CH:30]=[CH:29][C:26]=1[CH:27]=[O:28])[C:18]1[N:19]=[N:20][N:21]([CH3:23])[N:22]=1.C[Si](Cl)(C)C. (2) Given the product [N+:16]([C:19]1[CH:20]=[CH:21][C:22]([C:23]([N:6]2[CH2:7][CH2:8][CH2:9][CH:5]2[C:1]([O:3][CH3:4])=[O:2])=[O:24])=[CH:26][CH:27]=1)([O-:18])=[O:17], predict the reactants needed to synthesize it. The reactants are: [C:1]([CH:5]1[CH2:9][CH2:8][CH2:7][NH:6]1)([O:3][CH3:4])=[O:2].N1C=CC=CC=1.[N+:16]([C:19]1[CH:27]=[CH:26][C:22]([C:23](Cl)=[O:24])=[CH:21][CH:20]=1)([O-:18])=[O:17].